This data is from Peptide-MHC class I binding affinity with 185,985 pairs from IEDB/IMGT. The task is: Regression. Given a peptide amino acid sequence and an MHC pseudo amino acid sequence, predict their binding affinity value. This is MHC class I binding data. (1) The peptide sequence is LAYARGQAM. The MHC is HLA-C03:03 with pseudo-sequence HLA-C03:03. The binding affinity (normalized) is 1.00. (2) The peptide sequence is FTVTNKEGV. The MHC is HLA-A02:01 with pseudo-sequence HLA-A02:01. The binding affinity (normalized) is 0.146. (3) The peptide sequence is TESDAIRTL. The MHC is HLA-B57:01 with pseudo-sequence HLA-B57:01. The binding affinity (normalized) is 0.0847. (4) The binding affinity (normalized) is 0.436. The peptide sequence is SILFFVFV. The MHC is H-2-Kb with pseudo-sequence H-2-Kb. (5) The peptide sequence is EKDVWEQWW. The MHC is Mamu-B52 with pseudo-sequence Mamu-B52. The binding affinity (normalized) is 0.454. (6) The peptide sequence is STSQETWNRQ. The MHC is HLA-B57:01 with pseudo-sequence HLA-B57:01. The binding affinity (normalized) is 0.367. (7) The peptide sequence is LPRWPPPQL. The MHC is HLA-B07:02 with pseudo-sequence HLA-B07:02. The binding affinity (normalized) is 0.529.